Dataset: Reaction yield outcomes from USPTO patents with 853,638 reactions. Task: Predict the reaction yield, written as a fraction of the theoretical maximum amount of product (1.0 means a 100% yield; for example, 0.34 means a 34% yield). The reactants are C[O:2][C:3](=[O:39])[C:4]1[CH:9]=[CH:8][C:7]([S:10]([C:29]2[CH:34]=[CH:33][C:32]([C:35]([CH3:38])([CH3:37])[CH3:36])=[CH:31][CH:30]=2)([C:12](=[O:28])[NH:13][C:14]2[CH:19]=[CH:18][C:17]([O:20][CH2:21][CH:22]3[CH2:27][CH2:26][CH2:25][CH2:24][CH2:23]3)=[CH:16][CH:15]=2)[CH3:11])=[CH:6][CH:5]=1.[Li+].[OH-].Cl. The catalyst is C1COCC1.CO.O. The product is [C:35]([C:32]1[CH:33]=[CH:34][C:29]([S:10]([C:12](=[O:28])[NH:13][C:14]2[CH:19]=[CH:18][C:17]([O:20][CH2:21][CH:22]3[CH2:23][CH2:24][CH2:25][CH2:26][CH2:27]3)=[CH:16][CH:15]=2)([CH3:11])[C:7]2[CH:8]=[CH:9][C:4]([C:3]([OH:39])=[O:2])=[CH:5][CH:6]=2)=[CH:30][CH:31]=1)([CH3:38])([CH3:36])[CH3:37]. The yield is 0.740.